This data is from Full USPTO retrosynthesis dataset with 1.9M reactions from patents (1976-2016). The task is: Predict the reactants needed to synthesize the given product. (1) Given the product [NH2:8][C:4]1[N:3]=[C:2]([NH:1][C:9](=[O:11])[CH3:10])[CH:7]=[CH:6][CH:5]=1, predict the reactants needed to synthesize it. The reactants are: [NH2:1][C:2]1[CH:7]=[CH:6][CH:5]=[C:4]([NH2:8])[N:3]=1.[C:9](Cl)(=[O:11])[CH3:10]. (2) Given the product [Cl:21][C:18]1[CH:19]=[CH:20][C:15]([N:10]2[CH2:11][CH2:12][N:8]([C:3]3[CH:4]=[N:5][CH:6]=[CH:7][C:2]=3[CH3:1])[C:9]2=[O:13])=[CH:16][CH:17]=1, predict the reactants needed to synthesize it. The reactants are: [CH3:1][C:2]1[CH:7]=[CH:6][N:5]=[CH:4][C:3]=1[N:8]1[CH2:12][CH2:11][NH:10][C:9]1=[O:13].Br[C:15]1[CH:20]=[CH:19][C:18]([Cl:21])=[CH:17][CH:16]=1.N[C@@H]1CCCC[C@H]1N.C(=O)([O-])[O-].[K+].[K+]. (3) Given the product [CH2:1]([O:4][N:5]([C@@H:18]1[C:19]([C:40]([CH3:42])=[CH2:41])=[CH:20][C@@H:21]([CH2:31][O:32][Si:33]([C:36]([CH3:39])([CH3:38])[CH3:37])([CH3:35])[CH3:34])[NH:22][CH2:23]1)[S:6]([C:9]1[CH:14]=[CH:13][CH:12]=[CH:11][C:10]=1[N+:15]([O-:17])=[O:16])(=[O:8])=[O:7])[CH:2]=[CH2:3], predict the reactants needed to synthesize it. The reactants are: [CH2:1]([O:4][N:5]([C@H:18]1[CH2:23][N:22](C(OC(C)(C)C)=O)[C@H:21]([CH2:31][O:32][Si:33]([C:36]([CH3:39])([CH3:38])[CH3:37])([CH3:35])[CH3:34])[CH:20]=[C:19]1[C:40]([CH3:42])=[CH2:41])[S:6]([C:9]1[CH:14]=[CH:13][CH:12]=[CH:11][C:10]=1[N+:15]([O-:17])=[O:16])(=[O:8])=[O:7])[CH:2]=[CH2:3].C(ON([C@H]1CN[C@H](C(N)=O)C=C1C)S(C1C=CC=CC=1[N+]([O-])=O)(=O)=O)C=C. (4) Given the product [CH3:28][NH:30][C:22](=[O:23])[CH:21]([O:25][CH2:26][CH3:27])[CH2:20][C:17]1[CH:18]=[CH:19][C:14]([O:13][CH2:12][CH2:11][N:4]2[C:5]3[CH:10]=[CH:9][CH:8]=[CH:7][C:6]=3[S:1][CH2:2][CH2:3]2)=[CH:15][CH:16]=1, predict the reactants needed to synthesize it. The reactants are: [S:1]1[C:6]2[CH:7]=[CH:8][CH:9]=[CH:10][C:5]=2[N:4]([CH2:11][CH2:12][O:13][C:14]2[CH:19]=[CH:18][C:17]([CH2:20][CH:21]([O:25][CH2:26][CH3:27])[C:22](O)=[O:23])=[CH:16][CH:15]=2)[CH2:3][CH2:2]1.[CH2:28]([N:30](CC)CC)C.C(Cl)(=O)C(C)(C)C.CN. (5) Given the product [F:11][C:9]([F:12])([F:10])[C:7]1[CH:6]=[C:5]([C:13]([CH3:43])([CH3:42])[C:14]([N:16]([CH3:41])[C:17]2[C:18]([C:33]3[CH:38]=[CH:37][C:36]([F:39])=[CH:35][C:34]=3[CH3:40])=[CH:19][C:20]([C@@H:23]3[NH:27][C@:26]([CH3:32])([C:28]([NH2:48])=[O:29])[CH2:25][CH2:24]3)=[N:21][CH:22]=2)=[O:15])[CH:4]=[C:3]([C:2]([F:44])([F:45])[F:1])[CH:8]=1, predict the reactants needed to synthesize it. The reactants are: [F:1][C:2]([F:45])([F:44])[C:3]1[CH:4]=[C:5]([C:13]([CH3:43])([CH3:42])[C:14]([N:16]([CH3:41])[C:17]2[C:18]([C:33]3[CH:38]=[CH:37][C:36]([F:39])=[CH:35][C:34]=3[CH3:40])=[CH:19][C:20]([C@@H:23]3[NH:27][C@:26]([CH3:32])([C:28](OC)=[O:29])[CH2:25][CH2:24]3)=[N:21][CH:22]=2)=[O:15])[CH:6]=[C:7]([C:9]([F:12])([F:11])[F:10])[CH:8]=1.CO.[NH3:48]. (6) Given the product [F:1][C:2]([F:22])([O:6][C:7]1[CH:8]=[C:9]([CH2:13][N:14]([CH2:49][C@@H:48]([OH:43])[C:24]([F:30])([F:29])[F:23])[C:15]2[CH:16]=[C:17]([OH:21])[CH:18]=[CH:19][CH:20]=2)[CH:10]=[CH:11][CH:12]=1)[CH:3]([F:4])[F:5], predict the reactants needed to synthesize it. The reactants are: [F:1][C:2]([F:22])([O:6][C:7]1[CH:8]=[C:9]([CH2:13][NH:14][C:15]2[CH:16]=[C:17]([OH:21])[CH:18]=[CH:19][CH:20]=2)[CH:10]=[CH:11][CH:12]=1)[CH:3]([F:5])[F:4].[F:23][C:24]([F:30])([F:29])S([O-])(=[O:43])=[O:43].[Yb+3].[F:23][C:24]([F:30])([F:29])S([O-])(=O)=O.[F:23][C:24]([F:30])([F:29])S([O-])(=O)=[O:43].[C:48](#N)[CH3:49]. (7) The reactants are: Br[C:2]1[C:3]2[C:4]3[CH:17]=[CH:16][S:15][C:5]=3[C:6](=[O:14])[NH:7][C:8]=2[CH:9]=[CH:10][C:11]=1[O:12][CH3:13].CC1(C)C(C)(C)OB([C:26]2[CH:31]=[CH:30][C:29]([CH2:32][CH2:33][C:34]#[N:35])=[CH:28][CH:27]=2)O1. Given the product [CH3:13][O:12][C:11]1[CH:10]=[CH:9][C:8]2[NH:7][C:6](=[O:14])[C:5]3[S:15][CH:16]=[CH:17][C:4]=3[C:3]=2[C:2]=1[C:26]1[CH:31]=[CH:30][C:29]([CH2:32][CH2:33][C:34]#[N:35])=[CH:28][CH:27]=1, predict the reactants needed to synthesize it. (8) Given the product [OH:31][CH2:30][C:20]1([C:25]([O:27][CH2:28][CH3:29])=[O:26])[CH2:21][CH:22]=[CH:23][CH2:24][O:19]1, predict the reactants needed to synthesize it. The reactants are: [H-].C(O[Al](OC(C)(C)C)OC(C)(C)C)(C)(C)C.[Li+].[O:19]1[CH2:24][CH:23]=[CH:22][CH2:21][C:20]1([C:30](OCC)=[O:31])[C:25]([O:27][CH2:28][CH3:29])=[O:26].C1COCC1. (9) The reactants are: [C:1]([C:3]1[C:4](Cl)=[N:5][CH:6]=[CH:7][N:8]=1)#[N:2].[CH3:10][N:11]1[CH2:16][CH2:15][NH:14][CH2:13][CH2:12]1. Given the product [CH3:10][N:11]1[CH2:16][CH2:15][N:14]([C:4]2[C:3]([C:1]#[N:2])=[N:8][CH:7]=[CH:6][N:5]=2)[CH2:13][CH2:12]1, predict the reactants needed to synthesize it.